From a dataset of Forward reaction prediction with 1.9M reactions from USPTO patents (1976-2016). Predict the product of the given reaction. (1) Given the reactants Cl[CH2:2][O:3][C:4](=[O:17])[C@@H:5]([NH:9]C(OC(C)(C)C)=O)[CH:6]([CH3:8])[CH3:7].[Cl:18][C:19]1[CH:20]=[CH:21][C:22]([F:48])=[C:23]([C:25]2[CH:30]=[CH:29][C:28]([CH2:31][C@@H:32]([NH:39][C:40]([C:42]3[N:43]=[N:44][N:45]([OH:47])[CH:46]=3)=[O:41])[CH2:33][C@@H:34]([OH:38])[C:35]([OH:37])=[O:36])=[CH:27][CH:26]=2)[CH:24]=1.CC(C)=O.CCN(CC)CC.C(O)(C(F)(F)F)=O.C(Cl)Cl, predict the reaction product. The product is: [NH2:9][C@@H:5]([CH:6]([CH3:7])[CH3:8])[C:4]([O:3][CH2:2][O:47][N:45]1[CH:46]=[C:42]([C:40]([NH:39][C@H:32]([CH2:31][C:28]2[CH:29]=[CH:30][C:25]([C:23]3[CH:24]=[C:19]([Cl:18])[CH:20]=[CH:21][C:22]=3[F:48])=[CH:26][CH:27]=2)[CH2:33][C@@H:34]([OH:38])[C:35]([OH:37])=[O:36])=[O:41])[N:43]=[N:44]1)=[O:17]. (2) Given the reactants [BH4-].[Na+].[Cl:3][C:4]1[CH:24]=[CH:23][C:7]([C:8]([CH:10]2[CH2:15][CH2:14][N:13]([C:16]([O:18][C:19]([CH3:22])([CH3:21])[CH3:20])=[O:17])[CH2:12][CH2:11]2)=[O:9])=[CH:6][CH:5]=1, predict the reaction product. The product is: [Cl:3][C:4]1[CH:5]=[CH:6][C:7]([CH:8]([OH:9])[CH:10]2[CH2:11][CH2:12][N:13]([C:16]([O:18][C:19]([CH3:21])([CH3:20])[CH3:22])=[O:17])[CH2:14][CH2:15]2)=[CH:23][CH:24]=1. (3) Given the reactants [Cl:1][C:2]1[CH:3]=[C:4]([N:9]2[C:13]3=[CH:14][CH2:15][CH2:16][CH2:17][C:12]3([CH2:18][C:19]3[CH:26]=[CH:25][C:22]([C:23]#[N:24])=[CH:21][CH:20]=3)[NH:11][C:10]2=[O:27])[CH:5]=[C:6]([Cl:8])[CH:7]=1.[H-].[Na+].[CH3:30]I, predict the reaction product. The product is: [Cl:1][C:2]1[CH:3]=[C:4]([N:9]2[C:13]3=[CH:14][CH2:15][CH2:16][CH2:17][C:12]3([CH2:18][C:19]3[CH:20]=[CH:21][C:22]([C:23]#[N:24])=[CH:25][CH:26]=3)[N:11]([CH3:30])[C:10]2=[O:27])[CH:5]=[C:6]([Cl:8])[CH:7]=1.